Task: Predict the reactants needed to synthesize the given product.. Dataset: Full USPTO retrosynthesis dataset with 1.9M reactions from patents (1976-2016) Given the product [CH2:30]([O:1][C:2]1[C:6]2([CH2:11][CH2:10][N:9]([O:12][CH3:13])[CH2:8][CH2:7]2)[NH:5][C:4](=[O:14])[C:3]=1[C:15]1[C:20]([CH3:21])=[CH:19][C:18]([CH3:22])=[CH:17][C:16]=1[CH3:23])[C:31]1[CH:36]=[CH:35][CH:34]=[CH:33][CH:32]=1, predict the reactants needed to synthesize it. The reactants are: [OH:1][C:2]1[C:6]2([CH2:11][CH2:10][N:9]([O:12][CH3:13])[CH2:8][CH2:7]2)[NH:5][C:4](=[O:14])[C:3]=1[C:15]1[C:20]([CH3:21])=[CH:19][C:18]([CH3:22])=[CH:17][C:16]=1[CH3:23].C(=O)([O-])[O-].[K+].[K+].[CH2:30](Br)[C:31]1[CH:36]=[CH:35][CH:34]=[CH:33][CH:32]=1.C(OCC)(=O)C.